Dataset: Full USPTO retrosynthesis dataset with 1.9M reactions from patents (1976-2016). Task: Predict the reactants needed to synthesize the given product. Given the product [C:2]1([C:18]2[CH:23]=[CH:22][CH:21]=[CH:20][CH:19]=2)[CH:7]=[CH:6][CH:5]=[CH:4][C:3]=1[CH:8]1[N:13]2[CH:14]=[N:15][CH:16]=[C:12]2[CH:11]([CH3:17])[CH2:10][CH2:9]1, predict the reactants needed to synthesize it. The reactants are: Br[C:2]1[CH:7]=[CH:6][CH:5]=[CH:4][C:3]=1[CH:8]1[N:13]2[CH:14]=[N:15][CH:16]=[C:12]2[CH:11]([CH3:17])[CH2:10][CH2:9]1.[C:18]1(B(O)O)[CH:23]=[CH:22][CH:21]=[CH:20][CH:19]=1.C([O-])([O-])=O.[Na+].[Na+].